Dataset: Reaction yield outcomes from USPTO patents with 853,638 reactions. Task: Predict the reaction yield, written as a fraction of the theoretical maximum amount of product (1.0 means a 100% yield; for example, 0.34 means a 34% yield). (1) The reactants are C[O:2][C:3](=[O:21])[C:4]1[CH:9]=[C:8]([C:10](=[O:12])[CH3:11])[CH:7]=[CH:6][C:5]=1[O:13][CH2:14][C:15]1[CH:20]=[CH:19][CH:18]=[CH:17][CH:16]=1.[OH-].[Na+]. The catalyst is CO.O1CCCC1. The product is [C:10]([C:8]1[CH:7]=[CH:6][C:5]([O:13][CH2:14][C:15]2[CH:20]=[CH:19][CH:18]=[CH:17][CH:16]=2)=[C:4]([CH:9]=1)[C:3]([OH:21])=[O:2])(=[O:12])[CH3:11]. The yield is 0.910. (2) The reactants are [CH2:1]([N:3]([CH2:14][CH2:15][OH:16])[C:4](=[O:13])[O:5][CH2:6][C:7]1[CH:12]=[CH:11][CH:10]=[CH:9][CH:8]=1)[CH3:2].C(N(CC)[P:20]([O:26][C:27]([CH3:30])([CH3:29])[CH3:28])[O:21][C:22]([CH3:25])([CH3:24])[CH3:23])C.N1C=NN=N1.C1C=C(Cl)C=C(C(OO)=[O:46])C=1.S(=O)(O)[O-].[Na+]. The catalyst is C1COCC1. The product is [C:27]([O:26][P:20]([O:16][CH2:15][CH2:14][N:3]([CH2:1][CH3:2])[C:4](=[O:13])[O:5][CH2:6][C:7]1[CH:12]=[CH:11][CH:10]=[CH:9][CH:8]=1)([O:21][C:22]([CH3:23])([CH3:24])[CH3:25])=[O:46])([CH3:28])([CH3:29])[CH3:30]. The yield is 0.600. (3) The yield is 0.710. The reactants are C([NH:8][C:9]([C:28]1([C:31]([C:33]2[CH:38]=[CH:37][C:36]([O:39][CH3:40])=[CH:35][CH:34]=2)=[O:32])[CH2:30][CH2:29]1)([C:14]1[CH:19]=[CH:18][C:17]([O:20][CH2:21][CH2:22][CH2:23][C:24]([F:27])([F:26])[F:25])=[CH:16][CH:15]=1)[C:10]([F:13])([F:12])[F:11])C1C=CC=CC=1.C(O)=O. The product is [NH2:8][C:9]([C:28]1([C:31]([C:33]2[CH:34]=[CH:35][C:36]([O:39][CH3:40])=[CH:37][CH:38]=2)=[O:32])[CH2:30][CH2:29]1)([C:14]1[CH:15]=[CH:16][C:17]([O:20][CH2:21][CH2:22][CH2:23][C:24]([F:27])([F:25])[F:26])=[CH:18][CH:19]=1)[C:10]([F:13])([F:12])[F:11]. The catalyst is CO.[Pd].